From a dataset of Catalyst prediction with 721,799 reactions and 888 catalyst types from USPTO. Predict which catalyst facilitates the given reaction. (1) Reactant: [F:1][C:2]([F:16])([C:6]([F:15])([F:14])[C:7]([F:13])([F:12])[C:8]([F:11])([F:10])[F:9])[CH2:3][CH2:4][OH:5].N1C=CC=CC=1.[Cl-].[C:24]([O:31][CH2:32][CH2:33][CH2:34][CH2:35][CH2:36][CH2:37][CH2:38][CH2:39][CH2:40][CH3:41])(=[O:30])/[CH:25]=[CH:26]\[C:27]([O-])=[O:28].C(OCC)(=O)C. Product: [C:24]([O:31][CH2:32][CH2:33][CH2:34][CH2:35][CH2:36][CH2:37][CH2:38][CH2:39][CH2:40][CH3:41])(=[O:30])/[CH:25]=[CH:26]\[C:27]([O:5][CH2:4][CH2:3][C:2]([F:16])([F:1])[C:6]([F:14])([F:15])[C:7]([F:12])([F:13])[C:8]([F:9])([F:10])[F:11])=[O:28]. The catalyst class is: 22. (2) Reactant: [CH:1]([N:4]1[C:8]([C:9]2[S:10][C:11]3[CH2:12][CH2:13][O:14][C:15]4[CH:22]=[C:21]([CH2:23][NH2:24])[CH:20]=[CH:19][C:16]=4[C:17]=3[N:18]=2)=[N:7][C:6]([CH3:25])=[N:5]1)([CH3:3])[CH3:2].[O-:26][C:27]#[N:28].[K+]. Product: [CH:1]([N:4]1[C:8]([C:9]2[S:10][C:11]3[CH2:12][CH2:13][O:14][C:15]4[CH:22]=[C:21]([CH2:23][NH:24][C:27]([NH2:28])=[O:26])[CH:20]=[CH:19][C:16]=4[C:17]=3[N:18]=2)=[N:7][C:6]([CH3:25])=[N:5]1)([CH3:3])[CH3:2]. The catalyst class is: 86. (3) Reactant: [CH3:1][O:2][C:3]1[CH:24]=[CH:23][C:6]([CH2:7][N:8]2[C:13]3[S:14][C:15]([CH:17]=O)=[CH:16][C:12]=3[C:11]3=[CH:19][CH:20]=[N:21][N:10]3[C:9]2=[O:22])=[CH:5][CH:4]=1.[NH:25]1[CH2:30][CH2:29][O:28][CH2:27][CH2:26]1.C([BH3-])#N.[Na+].C(=O)(O)[O-].[Na+]. Product: [CH3:1][O:2][C:3]1[CH:4]=[CH:5][C:6]([CH2:7][N:8]2[C:13]3[S:14][C:15]([CH2:17][N:25]4[CH2:30][CH2:29][O:28][CH2:27][CH2:26]4)=[CH:16][C:12]=3[C:11]3=[CH:19][CH:20]=[N:21][N:10]3[C:9]2=[O:22])=[CH:23][CH:24]=1. The catalyst class is: 322. (4) Reactant: C([O:8][C:9]1[CH:14]=[CH:13][C:12]([CH:15]2[N:18]([C:19]3[CH:24]=[CH:23][C:22]([F:25])=[CH:21][CH:20]=3)[C:17](=[O:26])[CH:16]2[CH2:27][CH2:28][CH:29]([O:37][Si:38]([C:41]([CH3:44])([CH3:43])[CH3:42])([CH3:40])[CH3:39])[C:30]2[CH:35]=[CH:34][C:33]([F:36])=[CH:32][CH:31]=2)=[C:11]([O:45][CH2:46][O:47][CH2:48][CH2:49][Si:50]([CH3:53])([CH3:52])[CH3:51])[CH:10]=1)C1C=CC=CC=1.FC1C=CC(N2C(C3C=CC(CO)=CC=3O)C(CCC(C3C=CC(F)=CC=3)O)C2=O)=CC=1. Product: [Si:38]([O:37][CH:29]([C:30]1[CH:31]=[CH:32][C:33]([F:36])=[CH:34][CH:35]=1)[CH2:28][CH2:27][CH:16]1[CH:15]([C:12]2[CH:13]=[CH:14][C:9]([OH:8])=[CH:10][C:11]=2[O:45][CH2:46][O:47][CH2:48][CH2:49][Si:50]([CH3:51])([CH3:52])[CH3:53])[N:18]([C:19]2[CH:24]=[CH:23][C:22]([F:25])=[CH:21][CH:20]=2)[C:17]1=[O:26])([C:41]([CH3:44])([CH3:43])[CH3:42])([CH3:40])[CH3:39]. The catalyst class is: 45. (5) Product: [CH:8]1([C:13]2[S:22][C:21]3[NH:20][C:19]4[CH:23]=[CH:24][CH:25]=[CH:26][C:18]=4[N:17]=[C:16]([N:5]4[CH2:6][CH2:7][N:2]([CH3:1])[CH2:3][CH2:4]4)[C:15]=3[N:14]=2)[CH2:12][CH2:11][CH2:10][CH2:9]1. Reactant: [CH3:1][N:2]1[CH2:7][CH2:6][NH:5][CH2:4][CH2:3]1.[CH:8]1([C:13]2[S:22][C:21]3[NH:20][C:19]4[CH:23]=[CH:24][CH:25]=[CH:26][C:18]=4[NH:17][C:16](=S)[C:15]=3[N:14]=2)[CH2:12][CH2:11][CH2:10][CH2:9]1. The catalyst class is: 17. (6) Reactant: [S:1]1[C:5]2[CH:6]=[CH:7][CH:8]=[CH:9][C:4]=2[C:3]([N:10]2[CH2:15][CH2:14][N:13]([CH2:16][CH2:17][CH2:18][C:19]3[CH:20]=[C:21]4[C:25](=[CH:26][CH:27]=3)[C:24]([CH3:29])([CH3:28])[CH:23]([OH:30])[C:22]4([CH3:32])[CH3:31])[CH2:12][CH2:11]2)=[N:2]1.[CH3:33][S:34](O)(=[O:36])=[O:35]. Product: [CH3:33][S:34]([O:30][CH:23]1[C:22]([CH3:32])([CH3:31])[C:21]2[C:25](=[CH:26][CH:27]=[C:19]([CH2:18][CH2:17][CH2:16][N:13]3[CH2:14][CH2:15][N:10]([C:3]4[C:4]5[CH:9]=[CH:8][CH:7]=[CH:6][C:5]=5[S:1][N:2]=4)[CH2:11][CH2:12]3)[CH:20]=2)[C:24]1([CH3:28])[CH3:29])(=[O:36])=[O:35]. The catalyst class is: 13.